The task is: Predict the reactants needed to synthesize the given product.. This data is from Full USPTO retrosynthesis dataset with 1.9M reactions from patents (1976-2016). (1) The reactants are: [F:1][CH:2]([F:25])[O:3][C:4]1[CH:9]=[CH:8][C:7]([C:10]2[CH:11]=[N:12][C:13]([NH:16][C:17]3[CH:22]=[CH:21][C:20]([CH3:23])=[C:19]([NH2:24])[CH:18]=3)=[N:14][CH:15]=2)=[CH:6][CH:5]=1.ClC(OC1C=CC([N+]([O-])=O)=CC=1)=[O:28].N1C=CC=CC=1.[CH2:45]([N:52]1[CH2:57][CH2:56][N:55](C(OCC)=O)[CH:54]([C:63]([F:66])([F:65])[F:64])[CH2:53]1)C1C=CC=CC=1.CSC.CS(O)(=O)=O. Given the product [F:25][CH:2]([F:1])[O:3][C:4]1[CH:9]=[CH:8][C:7]([C:10]2[CH:15]=[N:14][C:13]([NH:16][C:17]3[CH:22]=[CH:21][C:20]([CH3:23])=[C:19]([NH:24][C:45]([N:52]4[CH2:57][CH2:56][NH:55][CH:54]([C:63]([F:66])([F:65])[F:64])[CH2:53]4)=[O:28])[CH:18]=3)=[N:12][CH:11]=2)=[CH:6][CH:5]=1, predict the reactants needed to synthesize it. (2) Given the product [Br:18][C:19]1[CH:26]=[C:25]([F:27])[C:22]([CH:23]=[C:4]([CH3:3])[C:5]([O:7][CH2:30][CH3:31])=[O:6])=[C:21]([F:28])[CH:20]=1, predict the reactants needed to synthesize it. The reactants are: C([C:3](CC)(CC)[CH:4](P(O)(O)=O)[C:5]([OH:7])=[O:6])C.[H-].[Na+].[Br:18][C:19]1[CH:26]=[C:25]([F:27])[C:22]([CH:23]=O)=[C:21]([F:28])[CH:20]=1.Cl.[CH2:30]1COC[CH2:31]1.